From a dataset of TCR-epitope binding with 47,182 pairs between 192 epitopes and 23,139 TCRs. Binary Classification. Given a T-cell receptor sequence (or CDR3 region) and an epitope sequence, predict whether binding occurs between them. The epitope is LLLGIGILV. The TCR CDR3 sequence is CASSQDLMGRTSTDTQYF. Result: 1 (the TCR binds to the epitope).